From a dataset of Catalyst prediction with 721,799 reactions and 888 catalyst types from USPTO. Predict which catalyst facilitates the given reaction. (1) Reactant: [C:1]1([N:7]([C:14]2[CH:19]=[CH:18][C:17]([C:20]3[C:28]4[C:24](=[N:25][NH:26][N:27]=4)[C:23]([C:29]4[CH:34]=[CH:33][C:32]([N:35]([C:42]5[CH:47]=[CH:46][CH:45]=[CH:44][CH:43]=5)[C:36]5[CH:41]=[CH:40][CH:39]=[CH:38][CH:37]=5)=[CH:31][CH:30]=4)=[CH:22][CH:21]=3)=[CH:16][CH:15]=2)[C:8]2[CH:13]=[CH:12][CH:11]=[CH:10][CH:9]=2)[CH:6]=[CH:5][CH:4]=[CH:3][CH:2]=1.Cl[C:49]1[N:54]=[CH:53][CH:52]=[CH:51][N:50]=1.[H-].[Na+].CN(C)C=O. Product: [C:8]1([N:7]([C:14]2[CH:15]=[CH:16][C:17]([C:20]3[C:28]4[C:24](=[N:25][N:26]([C:49]5[N:54]=[CH:53][CH:52]=[CH:51][N:50]=5)[N:27]=4)[C:23]([C:29]4[CH:34]=[CH:33][C:32]([N:35]([C:36]5[CH:37]=[CH:38][CH:39]=[CH:40][CH:41]=5)[C:42]5[CH:43]=[CH:44][CH:45]=[CH:46][CH:47]=5)=[CH:31][CH:30]=4)=[CH:22][CH:21]=3)=[CH:18][CH:19]=2)[C:1]2[CH:2]=[CH:3][CH:4]=[CH:5][CH:6]=2)[CH:13]=[CH:12][CH:11]=[CH:10][CH:9]=1. The catalyst class is: 6. (2) Reactant: [NH2:1][C:2]1[CH:3]=[C:4]([CH:23]=[CH:24][CH:25]=1)[O:5][C:6]1[CH:20]=[CH:19][C:9]2[N:10]=[C:11]([NH:13][C:14]([CH:16]3[CH2:18][CH2:17]3)=[O:15])[S:12][C:8]=2[C:7]=1[C:21]#[N:22].[F:26][C:27]([F:39])([F:38])[C:28]1[CH:29]=[C:30]([CH2:34][C:35](O)=[O:36])[CH:31]=[CH:32][CH:33]=1.CN(C(ON1N=NC2C=CC=NC1=2)=[N+](C)C)C.F[P-](F)(F)(F)(F)F.N1C=CC=CC=1. Product: [C:21]([C:7]1[C:8]2[S:12][C:11]([NH:13][C:14]([CH:16]3[CH2:18][CH2:17]3)=[O:15])=[N:10][C:9]=2[CH:19]=[CH:20][C:6]=1[O:5][C:4]1[CH:23]=[CH:24][CH:25]=[C:2]([NH:1][C:35](=[O:36])[CH2:34][C:30]2[CH:31]=[CH:32][CH:33]=[C:28]([C:27]([F:38])([F:26])[F:39])[CH:29]=2)[CH:3]=1)#[N:22]. The catalyst class is: 13. (3) Reactant: [Cl:1][C:2]1[CH:3]=[C:4]([C@@H:12]([CH2:26][CH:27]2[CH2:31][CH2:30][CH2:29][CH2:28]2)[C:13]([NH:15][C:16]2[CH:20]=[CH:19][N:18]([CH2:21][CH2:22][C:23](O)=[O:24])[N:17]=2)=[O:14])[CH:5]=[CH:6][C:7]=1[S:8]([CH3:11])(=[O:10])=[O:9].C(Cl)(=O)C(Cl)=O.[N:38]1[C:43](C)=CC=C[C:39]=1C.Cl.CNC. Product: [Cl:1][C:2]1[CH:3]=[C:4]([C@@H:12]([CH2:26][CH:27]2[CH2:31][CH2:30][CH2:29][CH2:28]2)[C:13]([NH:15][C:16]2[CH:20]=[CH:19][N:18]([CH2:21][CH2:22][C:23](=[O:24])[N:38]([CH3:43])[CH3:39])[N:17]=2)=[O:14])[CH:5]=[CH:6][C:7]=1[S:8]([CH3:11])(=[O:9])=[O:10]. The catalyst class is: 2.